From a dataset of Full USPTO retrosynthesis dataset with 1.9M reactions from patents (1976-2016). Predict the reactants needed to synthesize the given product. (1) Given the product [CH3:1][N:2]1[C:6]([C:7]2[N:11]([CH3:12])[N:10]=[CH:9][CH:8]=2)=[CH:5][C:4]([C:13]([OH:15])=[O:14])=[CH:3]1, predict the reactants needed to synthesize it. The reactants are: [CH3:1][N:2]1[C:6]([C:7]2[N:11]([CH3:12])[N:10]=[CH:9][CH:8]=2)=[CH:5][C:4]([C:13]([O:15]C)=[O:14])=[CH:3]1.[OH-].[Na+]. (2) Given the product [NH2:6][C:7]1[CH:16]=[CH:15][C:14]([C:17]([C:19]2[N:27]3[C:22]([CH:23]=[CH:24][CH:25]=[CH:26]3)=[C:21]([NH:28][C:29](=[O:40])[C:30]3[CH:35]=[CH:34][CH:33]=[C:32]([O:36][CH2:37][CH2:38][O:39][S:1]([CH3:4])(=[O:3])=[O:2])[CH:31]=3)[C:20]=2[CH3:41])=[O:18])=[CH:13][C:8]=1[C:9]([O:11][CH3:12])=[O:10], predict the reactants needed to synthesize it. The reactants are: [S:1](Cl)([CH3:4])(=[O:3])=[O:2].[NH2:6][C:7]1[CH:16]=[CH:15][C:14]([C:17]([C:19]2[N:27]3[C:22]([CH:23]=[CH:24][CH:25]=[CH:26]3)=[C:21]([NH:28][C:29](=[O:40])[C:30]3[CH:35]=[CH:34][CH:33]=[C:32]([O:36][CH2:37][CH2:38][OH:39])[CH:31]=3)[C:20]=2[CH3:41])=[O:18])=[CH:13][C:8]=1[C:9]([O:11][CH3:12])=[O:10].O. (3) Given the product [F:18][C:2]([F:1])([F:17])[C:3]1[CH:4]=[C:5]([CH:14]=[CH:15][CH:16]=1)[CH2:6][CH:7]1[S:11][C:10](=[N:12][S:19]([C:22]2[CH:28]=[CH:27][C:25]([CH3:26])=[CH:24][CH:23]=2)(=[O:21])=[O:20])[NH:9][C:8]1=[O:13], predict the reactants needed to synthesize it. The reactants are: [F:1][C:2]([F:18])([F:17])[C:3]1[CH:4]=[C:5]([CH:14]=[CH:15][CH:16]=1)[CH2:6][CH:7]1[S:11][C:10]([NH2:12])=[N:9][C:8]1=[O:13].[S:19](Cl)([C:22]1[CH:28]=[CH:27][C:25]([CH3:26])=[CH:24][CH:23]=1)(=[O:21])=[O:20].C([O-])(O)=O.[Na+]. (4) Given the product [CH2:24]([N:21]1[CH2:20][CH2:19][CH:18]([C@@H:6]2[CH2:5][C:4]3[C:9](=[CH:10][CH:11]=[C:12]([CH3:13])[C:3]=3[O:2][CH3:1])[C@H:8]([CH2:14][NH:15][CH:16]=[O:17])[O:7]2)[CH2:23][CH2:22]1)[C:25]1[CH:30]=[CH:29][CH:28]=[CH:27][CH:26]=1, predict the reactants needed to synthesize it. The reactants are: [CH3:1][O:2][C:3]1[C:12]([CH3:13])=[CH:11][CH:10]=[C:9]2[C:4]=1[CH2:5][C@@H:6]([CH:18]1[CH2:23][CH2:22][NH:21][CH2:20][CH2:19]1)[O:7][C@H:8]2[CH2:14][NH:15][CH:16]=[O:17].[CH:24](=O)[C:25]1[CH:30]=[CH:29][CH:28]=[CH:27][CH:26]=1.ClC(Cl)C.C(O[BH-](OC(=O)C)OC(=O)C)(=O)C.[Na+].[OH-].[Na+].